This data is from Reaction yield outcomes from USPTO patents with 853,638 reactions. The task is: Predict the reaction yield, written as a fraction of the theoretical maximum amount of product (1.0 means a 100% yield; for example, 0.34 means a 34% yield). (1) The reactants are [CH3:1][O:2][C:3]1[CH:50]=[C:49]([O:51][CH3:52])[CH:48]=[CH:47][C:4]=1[CH2:5][N:6]([C:42]1[S:46][N:45]=[CH:44][N:43]=1)[S:7]([C:10]1[N:15]=[C:14]2[N:16](C(OC(C)(C)C)=O)[CH:17]=[C:18]([C:19]3[CH:24]=[CH:23][C:22]([C:25]([F:28])([F:27])[F:26])=[CH:21][C:20]=3[C:29]3[N:33]([CH3:34])[N:32]=[CH:31][CH:30]=3)[C:13]2=[CH:12][CH:11]=1)(=[O:9])=[O:8].C1COCC1.[F-].C([N+](CCCC)(CCCC)CCCC)CCC. The catalyst is CCOC(C)=O. The product is [CH3:1][O:2][C:3]1[CH:50]=[C:49]([O:51][CH3:52])[CH:48]=[CH:47][C:4]=1[CH2:5][N:6]([C:42]1[S:46][N:45]=[CH:44][N:43]=1)[S:7]([C:10]1[N:15]=[C:14]2[NH:16][CH:17]=[C:18]([C:19]3[CH:24]=[CH:23][C:22]([C:25]([F:27])([F:28])[F:26])=[CH:21][C:20]=3[C:29]3[N:33]([CH3:34])[N:32]=[CH:31][CH:30]=3)[C:13]2=[CH:12][CH:11]=1)(=[O:8])=[O:9]. The yield is 0.890. (2) The reactants are [I:1][C:2]1[N:3]=[CH:4][N:5]([CH2:7][C:8]([CH3:11])([OH:10])[CH3:9])[CH:6]=1.O([Si:20]([C:23]([CH3:26])([CH3:25])[CH3:24])([CH3:22])[CH3:21])S(C(F)(F)F)(=O)=O. The catalyst is N1C(C)=CC=CC=1C. The product is [Si:20]([O:10][C:8]([CH3:11])([CH3:9])[CH2:7][N:5]1[CH:6]=[C:2]([I:1])[N:3]=[CH:4]1)([C:23]([CH3:26])([CH3:25])[CH3:24])([CH3:22])[CH3:21]. The yield is 0.740. (3) The reactants are [S:1]1[CH:5]=[CH:4][CH:3]=[C:2]1B(O)O.[CH2:9]([O:13][C:14]1[CH:19]=[CH:18][C:17](Br)=[CH:16][CH:15]=1)[CH2:10][CH2:11][CH3:12].C(=O)([O-])[O-].[Na+].[Na+].ClCCl. The catalyst is COCCOC.C1C=CC([P]([Pd]([P](C2C=CC=CC=2)(C2C=CC=CC=2)C2C=CC=CC=2)([P](C2C=CC=CC=2)(C2C=CC=CC=2)C2C=CC=CC=2)[P](C2C=CC=CC=2)(C2C=CC=CC=2)C2C=CC=CC=2)(C2C=CC=CC=2)C2C=CC=CC=2)=CC=1. The product is [CH2:9]([O:13][C:14]1[CH:19]=[CH:18][C:17]([C:2]2[S:1][CH:5]=[CH:4][CH:3]=2)=[CH:16][CH:15]=1)[CH2:10][CH2:11][CH3:12]. The yield is 0.580. (4) The reactants are [S:1]1[CH:5]=[CH:4][C:3]2[CH:6]=[C:7]([OH:10])[CH:8]=[CH:9][C:2]1=2.C([Mg]Cl)(C)C.[C:16]1([CH:22]([C:34]2[CH:39]=[CH:38][CH:37]=[CH:36][CH:35]=2)[N:23]2[C:31]3[C:26](=[CH:27][CH:28]=[CH:29][CH:30]=3)[C:25](=[O:32])[C:24]2=[O:33])[CH:21]=[CH:20][CH:19]=[CH:18][CH:17]=1.[Cl-].[NH4+]. The catalyst is O1CCCC1.ClCCCl. The yield is 0.590. The product is [C:34]1([CH:22]([C:16]2[CH:21]=[CH:20][CH:19]=[CH:18][CH:17]=2)[N:23]2[C:31]3[C:26](=[CH:27][CH:28]=[CH:29][CH:30]=3)[C:25]([OH:32])([C:8]3[C:7]([OH:10])=[CH:6][C:3]4[CH:4]=[CH:5][S:1][C:2]=4[CH:9]=3)[C:24]2=[O:33])[CH:35]=[CH:36][CH:37]=[CH:38][CH:39]=1. (5) The reactants are C(OC(=O)[NH:7][CH:8]([C:34](=[O:38])[N:35]([CH3:37])[CH3:36])[CH2:9][C:10]1[CH:15]=[CH:14][C:13]([O:16][C:17]2[CH:22]=[CH:21][C:20]([CH:23]=[C:24]3[C:32]4[C:27](=[CH:28][CH:29]=[CH:30][CH:31]=4)[NH:26][C:25]3=[O:33])=[CH:19][CH:18]=2)=[CH:12][CH:11]=1)(C)(C)C.C(Cl)[Cl:41]. No catalyst specified. The product is [ClH:41].[NH2:7][CH:8]([CH2:9][C:10]1[CH:11]=[CH:12][C:13]([O:16][C:17]2[CH:22]=[CH:21][C:20]([CH:23]=[C:24]3[C:32]4[C:27](=[CH:28][CH:29]=[CH:30][CH:31]=4)[NH:26][C:25]3=[O:33])=[CH:19][CH:18]=2)=[CH:14][CH:15]=1)[C:34]([N:35]([CH3:37])[CH3:36])=[O:38]. The yield is 0.909. (6) The reactants are S(Cl)(Cl)=O.[NH2:5][C@H:6]([C:15]([OH:17])=[O:16])[CH2:7][C:8]1[CH:13]=[CH:12][C:11]([OH:14])=[CH:10][CH:9]=1.[C:18](O[C:18]([O:20][C:21]([CH3:24])([CH3:23])[CH3:22])=[O:19])([O:20][C:21]([CH3:24])([CH3:23])[CH3:22])=[O:19].[CH3:33]O. No catalyst specified. The product is [CH3:33][O:16][C:15](=[O:17])[C@@H:6]([NH:5][C:18]([O:20][C:21]([CH3:24])([CH3:23])[CH3:22])=[O:19])[CH2:7][C:8]1[CH:9]=[CH:10][C:11]([OH:14])=[CH:12][CH:13]=1. The yield is 0.900. (7) The reactants are [F:1][C:2]1[CH:6]=[N:5][N:4]([CH3:7])[C:3]=1[C:8]1[CH:9]=[C:10]([NH2:16])[CH:11]=[CH:12][C:13]=1[O:14][CH3:15].[F:17][C:18]1[CH:23]=[CH:22][C:21]([N:24]=[C:25]=[O:26])=[CH:20][CH:19]=1. The catalyst is C(Cl)Cl. The product is [F:1][C:2]1[CH:6]=[N:5][N:4]([CH3:7])[C:3]=1[C:8]1[CH:9]=[C:10]([NH:16][C:25]([NH:24][C:21]2[CH:22]=[CH:23][C:18]([F:17])=[CH:19][CH:20]=2)=[O:26])[CH:11]=[CH:12][C:13]=1[O:14][CH3:15]. The yield is 0.770. (8) The reactants are [C:1]([OH:7])(=O)[CH2:2][C:3]([OH:5])=O.[CH3:8][NH:9][C:10]([NH2:12])=[O:11].C(OC(=O)C)(=O)C. The catalyst is C(O)(=O)C. The product is [CH3:8][N:9]1[C:1](=[O:7])[CH2:2][C:3](=[O:5])[NH:12][C:10]1=[O:11]. The yield is 0.658.